Dataset: Reaction yield outcomes from USPTO patents with 853,638 reactions. Task: Predict the reaction yield, written as a fraction of the theoretical maximum amount of product (1.0 means a 100% yield; for example, 0.34 means a 34% yield). (1) The reactants are [F:1][C:2]1[CH:3]=[C:4]([C:9]2[N:16]=[C:15]([O:17]C)[CH:14]=[CH:13][C:10]=2[C:11]#[N:12])[CH:5]=[C:6]([F:8])[CH:7]=1. The catalyst is Br.O. The product is [F:8][C:6]1[CH:5]=[C:4]([C:9]2[N:16]=[C:15]([OH:17])[CH:14]=[CH:13][C:10]=2[C:11]#[N:12])[CH:3]=[C:2]([F:1])[CH:7]=1. The yield is 0.910. (2) The reactants are [CH2:1]1[C:4]2([O:9][CH2:8][CH:7]([OH:10])[CH2:6][O:5]2)[CH2:3][CH2:2]1.[H-].[Na+].Cl[C:14]1[CH:19]=[CH:18][N+:17]([O-:20])=[C:16]([CH3:21])[C:15]=1[CH3:22]. The catalyst is CN(C)C=O. The product is [CH2:3]1[C:4]2([O:9][CH2:8][CH:7]([O:10][C:14]3[CH:19]=[CH:18][N+:17]([O-:20])=[C:16]([CH3:21])[C:15]=3[CH3:22])[CH2:6][O:5]2)[CH2:1][CH2:2]1. The yield is 0.644. (3) The reactants are [Cl:1][C:2]1[CH:32]=[CH:31][C:5]([O:6][C:7]2[CH:19]=[CH:18][C:10]([C:11]([NH:13][S:14]([CH3:17])(=[O:16])=[O:15])=[O:12])=[CH:9][C:8]=2[C:20]2[N:24](C3CCCCO3)[N:23]=[CH:22][CH:21]=2)=[CH:4][C:3]=1[CH2:33][CH3:34]. The catalyst is Cl.O1CCOCC1. The product is [ClH:1].[Cl:1][C:2]1[CH:32]=[CH:31][C:5]([O:6][C:7]2[CH:19]=[CH:18][C:10]([C:11]([NH:13][S:14]([CH3:17])(=[O:15])=[O:16])=[O:12])=[CH:9][C:8]=2[C:20]2[NH:24][N:23]=[CH:22][CH:21]=2)=[CH:4][C:3]=1[CH2:33][CH3:34]. The yield is 0.440.